Task: Predict the reactants needed to synthesize the given product.. Dataset: Full USPTO retrosynthesis dataset with 1.9M reactions from patents (1976-2016) (1) Given the product [O:60]1[CH2:61][CH2:62][N:57]([CH2:56][CH2:55][NH:54][C:36]2[N:37]=[N:38][C:39]([C:48]3[CH:53]=[CH:52][CH:51]=[CH:50][CH:49]=3)=[CH:40][C:41]=2[C:42]2[CH:47]=[CH:46][N:45]=[CH:44][CH:43]=2)[CH2:58][CH2:59]1, predict the reactants needed to synthesize it. The reactants are: ClC1N=NC(C2C=CC=CC=2)=CC=1C1C=CN=CC=1.N1(CCN)CCOCC1.CN1CCN([C:36]2([NH:54][CH2:55][CH2:56][N:57]3[CH2:62][CH2:61][O:60][CH2:59][CH2:58]3)[C:41]([C:42]3[CH:47]=[CH:46][N:45]=[CH:44][CH:43]=3)=[CH:40][C:39]([C:48]3[CH:53]=[CH:52][CH:51]=[CH:50][CH:49]=3)=[N:38][NH:37]2)CC1. (2) Given the product [Cl-:8].[Cl-:8].[S:1]([CH2:10][CH2:11][NH:12][C:13](=[O:16])[CH2:14][N+:17]1[CH:22]=[CH:21][C:20]([CH3:23])=[CH:19][CH:18]=1)[S:2][CH2:3][CH2:4][NH:5][C:6](=[O:9])[CH2:7][N+:17]1[CH:22]=[CH:21][C:20]([CH3:23])=[CH:19][CH:18]=1, predict the reactants needed to synthesize it. The reactants are: [S:1]([CH2:10][CH2:11][NH:12][C:13](=[O:16])[CH2:14]Cl)[S:2][CH2:3][CH2:4][NH:5][C:6](=[O:9])[CH2:7][Cl:8].[N:17]1[CH:22]=[CH:21][C:20]([CH3:23])=[CH:19][CH:18]=1. (3) Given the product [Cl:1][C:2]1[CH:9]=[C:8]([N:10]([CH2:16][C:17]2[CH:22]=[CH:21][CH:20]=[CH:19][C:18]=2[CH3:23])[C@H:11]2[CH2:15][CH2:14][N:13]([CH2:29][CH:26]3[CH2:27][CH2:28][O:24][CH2:25]3)[CH2:12]2)[CH:7]=[CH:6][C:3]=1[C:4]#[N:5], predict the reactants needed to synthesize it. The reactants are: [Cl:1][C:2]1[CH:9]=[C:8]([N:10]([CH2:16][C:17]2[CH:22]=[CH:21][CH:20]=[CH:19][C:18]=2[CH3:23])[C@H:11]2[CH2:15][CH2:14][NH:13][CH2:12]2)[CH:7]=[CH:6][C:3]=1[C:4]#[N:5].[O:24]1[CH2:28][CH2:27][CH:26]([CH:29]=O)[CH2:25]1. (4) The reactants are: Br[CH2:2][CH2:3][CH2:4][CH2:5][O:6][C:7]1[CH:12]=[CH:11][C:10]([OH:13])=[CH:9][CH:8]=1.[CH3:14][NH:15][C:16]1[CH:21]=[CH:20][CH:19]=[CH:18][CH:17]=1.C(N(C(C)C)CC)(C)C. Given the product [CH3:14][N:15]([C:16]1[CH:21]=[CH:20][CH:19]=[CH:18][CH:17]=1)[CH2:2][CH2:3][CH2:4][CH2:5][O:6][C:7]1[CH:12]=[CH:11][C:10]([OH:13])=[CH:9][CH:8]=1, predict the reactants needed to synthesize it.